From a dataset of Forward reaction prediction with 1.9M reactions from USPTO patents (1976-2016). Predict the product of the given reaction. (1) Given the reactants [CH2:1]([O:8][C:9]([NH:11][CH2:12][CH2:13][O:14][CH2:15][C@@H:16]([C:25]([OH:27])=O)[NH:17][C:18]([O:20][C:21]([CH3:24])([CH3:23])[CH3:22])=[O:19])=[O:10])[C:2]1[CH:7]=[CH:6][CH:5]=[CH:4][CH:3]=1.[NH:28]1[CH2:32][CH2:31][CH2:30][CH2:29]1, predict the reaction product. The product is: [CH2:1]([O:8][C:9]([NH:11][CH2:12][CH2:13][O:14][CH2:15][C@@H:16]([C:25]([N:28]1[CH2:32][CH2:31][CH2:30][CH2:29]1)=[O:27])[NH:17][C:18]([O:20][C:21]([CH3:22])([CH3:23])[CH3:24])=[O:19])=[O:10])[C:2]1[CH:3]=[CH:4][CH:5]=[CH:6][CH:7]=1. (2) Given the reactants [C:1]([N:9]1[CH:18]=[CH:17][C:16]2[C:11](=[CH:12][C:13](OC)=[C:14](OC)[CH:15]=2)[CH:10]1[C:23]#[N:24])(=[O:8])[C:2]1[CH:7]=[CH:6][CH:5]=[CH:4][CH:3]=1.[Br:25]C1C=CC=C2C=1C=CN=C2, predict the reaction product. The product is: [C:1]([N:9]1[CH:18]=[CH:17][C:16]2[C:11](=[CH:12][CH:13]=[CH:14][C:15]=2[Br:25])[CH:10]1[C:23]#[N:24])(=[O:8])[C:2]1[CH:7]=[CH:6][CH:5]=[CH:4][CH:3]=1. (3) Given the reactants [O:1]1[CH2:4][C:3](=[CH:5][C:6]([O:8][CH3:9])=[O:7])[CH2:2]1, predict the reaction product. The product is: [O:1]1[CH2:4][CH:3]([CH2:5][C:6]([O:8][CH3:9])=[O:7])[CH2:2]1.